Dataset: Retrosynthesis with 50K atom-mapped reactions and 10 reaction types from USPTO. Task: Predict the reactants needed to synthesize the given product. (1) Given the product CCOC(=O)CCc1ccc(O)c2c1CCC2, predict the reactants needed to synthesize it. The reactants are: CCOC(=O)/C=C/c1ccc(O)c2c1CCC2. (2) Given the product Fc1ccc2[nH]cc([C@H]3CC[C@H](NCc4ccccc4)CC3)c2c1, predict the reactants needed to synthesize it. The reactants are: NCc1ccccc1.O=C1CCC(c2c[nH]c3ccc(F)cc23)CC1. (3) Given the product CCCNC(=O)NCC(C(=O)OC)c1cccc2ccccc12, predict the reactants needed to synthesize it. The reactants are: CCCN=C=O.COC(=O)C(CN)c1cccc2ccccc12. (4) Given the product Nc1ccc(S(=O)(=O)Nc2nccs2)c2ccccc12, predict the reactants needed to synthesize it. The reactants are: CC(=O)Nc1ccc(S(=O)(=O)Nc2nccs2)c2ccccc12. (5) The reactants are: CC(C)(Br)C(=O)Oc1ccc(N)cc1.CC(C)(C)OC(=O)OC(=O)OC(C)(C)C. Given the product CC(C)(C)OC(=O)Nc1ccc(OC(=O)C(C)(C)Br)cc1, predict the reactants needed to synthesize it.